This data is from Catalyst prediction with 721,799 reactions and 888 catalyst types from USPTO. The task is: Predict which catalyst facilitates the given reaction. Reactant: Cl.[CH3:2][C:3]1[CH:8]=[C:7]([CH3:9])[CH:6]=[C:5]([CH3:10])[C:4]=1[NH:11][C:12]([NH2:14])=[NH:13].[C:15](OCC)(=[O:20])[CH2:16][C:17]([CH3:19])=O.C(=O)([O-])[O-].[K+].[K+]. Product: [CH3:19][C:17]1[N:14]=[C:12]([NH:11][C:4]2[C:3]([CH3:2])=[CH:8][C:7]([CH3:9])=[CH:6][C:5]=2[CH3:10])[N:13]=[C:15]([OH:20])[CH:16]=1. The catalyst class is: 8.